Dataset: Forward reaction prediction with 1.9M reactions from USPTO patents (1976-2016). Task: Predict the product of the given reaction. Given the reactants C([O:8][C:9]1[C:14]([Cl:15])=[CH:13][C:12]([C:16]([N:18]2[C:26]3[C:21](=[CH:22][CH:23]=[CH:24][CH:25]=3)[CH2:20][CH:19]2[CH3:27])=[O:17])=[CH:11][C:10]=1[Cl:28])C1C=CC=CC=1.FC(F)(F)C(O)=O, predict the reaction product. The product is: [Cl:15][C:14]1[CH:13]=[C:12]([C:16]([N:18]2[C:26]3[C:21](=[CH:22][CH:23]=[CH:24][CH:25]=3)[CH2:20][CH:19]2[CH3:27])=[O:17])[CH:11]=[C:10]([Cl:28])[C:9]=1[OH:8].